Predict the reactants needed to synthesize the given product. From a dataset of Full USPTO retrosynthesis dataset with 1.9M reactions from patents (1976-2016). (1) Given the product [F:3][C:4]1[C:12]2[O:11][CH:10]=[CH:9][C:8]=2[C:7]([CH:13]2[CH2:18][CH2:17][N:16]([CH2:19][CH2:20][C@H:21]3[CH2:22][CH2:23][C@H:24]([NH:27][C:32](=[O:33])[CH2:31][CH2:30][O:29][CH3:28])[CH2:25][CH2:26]3)[CH2:15][CH2:14]2)=[CH:6][CH:5]=1, predict the reactants needed to synthesize it. The reactants are: Cl.Cl.[F:3][C:4]1[C:12]2[O:11][CH:10]=[CH:9][C:8]=2[C:7]([CH:13]2[CH2:18][CH2:17][N:16]([CH2:19][CH2:20][C@H:21]3[CH2:26][CH2:25][C@H:24]([NH2:27])[CH2:23][CH2:22]3)[CH2:15][CH2:14]2)=[CH:6][CH:5]=1.[CH3:28][O:29][CH2:30][CH2:31][C:32](O)=[O:33]. (2) Given the product [Cl:8][C:5]1[N:4]=[N:3][C:2]([NH:1][C:19](=[O:20])[CH2:18][C:14]2[CH:15]=[CH:16][CH:17]=[C:12]([O:11][C:10]([F:22])([F:9])[F:23])[CH:13]=2)=[CH:7][CH:6]=1, predict the reactants needed to synthesize it. The reactants are: [NH2:1][C:2]1[N:3]=[N:4][C:5]([Cl:8])=[CH:6][CH:7]=1.[F:9][C:10]([F:23])([F:22])[O:11][C:12]1[CH:13]=[C:14]([CH2:18][C:19](O)=[O:20])[CH:15]=[CH:16][CH:17]=1.CCN(C(C)C)C(C)C.CCCP(=O)=O.C(=O)(O)[O-].[Na+]. (3) The reactants are: Br[C:2]1[CH:3]=[C:4]([C:9]2[N:13]3[N:14]=[CH:15][C:16]([C:18]([F:21])([F:20])[F:19])=[N:17][C:12]3=[N:11][CH:10]=2)[CH:5]=[CH:6][C:7]=1[CH3:8].C([Sn](CCCC)(CCCC)[C:27]1[CH:28]=[N:29][CH:30]=[CH:31][CH:32]=1)CCC. Given the product [CH3:8][C:7]1[CH:6]=[CH:5][C:4]([C:9]2[N:13]3[N:14]=[CH:15][C:16]([C:18]([F:21])([F:20])[F:19])=[N:17][C:12]3=[N:11][CH:10]=2)=[CH:3][C:2]=1[C:27]1[CH:28]=[N:29][CH:30]=[CH:31][CH:32]=1, predict the reactants needed to synthesize it. (4) Given the product [C:1]([O:5][C:6]([NH:8][C:9]1[S:13][C:12]([CH2:14][CH2:15][C:16]([O:18][CH2:19][CH3:20])=[O:17])=[CH:11][C:10]=1[C:21]([N:23]1[CH2:24][CH2:25][CH:26]([N:29]2[CH2:41][CH2:40][CH2:39][C:31]3([C:35](=[O:36])[O:34][C:33]([CH3:38])([CH3:37])[CH2:32]3)[CH2:30]2)[CH2:27][CH2:28]1)=[O:22])=[O:7])([CH3:2])([CH3:3])[CH3:4], predict the reactants needed to synthesize it. The reactants are: [C:1]([O:5][C:6]([NH:8][C:9]1[S:13][C:12](/[CH:14]=[CH:15]/[C:16]([O:18][CH2:19][CH3:20])=[O:17])=[CH:11][C:10]=1[C:21]([N:23]1[CH2:28][CH2:27][CH:26]([N:29]2[CH2:41][CH2:40][CH2:39][C:31]3([C:35](=[O:36])[O:34][C:33]([CH3:38])([CH3:37])[CH2:32]3)[CH2:30]2)[CH2:25][CH2:24]1)=[O:22])=[O:7])([CH3:4])([CH3:3])[CH3:2]. (5) Given the product [Cl:1][C:2]1[CH:7]=[CH:6][C:5]([C:8]2[C:14]3[C:15]([CH3:21])=[CH:16][S:17][C:13]=3[N:12]3[C:22]([CH3:25])=[N:23][N:24]=[C:11]3[C@H:10]([CH2:26][C:27]([O:29][CH3:30])=[O:28])[N:9]=2)=[CH:4][CH:3]=1, predict the reactants needed to synthesize it. The reactants are: [Cl:1][C:2]1[CH:7]=[CH:6][C:5]([C:8]2[C:14]3[C:15]([CH3:21])=[C:16](C(O)=O)[S:17][C:13]=3[N:12]3[C:22]([CH3:25])=[N:23][N:24]=[C:11]3[C@H:10]([CH2:26][C:27]([O:29][CH3:30])=[O:28])[N:9]=2)=[CH:4][CH:3]=1.O. (6) Given the product [F:26][C:25]1[CH:24]=[CH:23][C:10]([CH2:11][C:12]2[C:21]3[C:16](=[CH:17][CH:18]=[CH:19][CH:20]=3)[C:15](=[O:22])[NH:14][N:13]=2)=[CH:9][C:8]=1[C:6]([N:4]1[CH2:3][CH:2]([NH:1][CH2:27][C:28]2[CH:29]=[N:30][CH:31]=[CH:32][CH:33]=2)[CH2:5]1)=[O:7], predict the reactants needed to synthesize it. The reactants are: [NH2:1][CH:2]1[CH2:5][N:4]([C:6]([C:8]2[CH:9]=[C:10]([CH:23]=[CH:24][C:25]=2[F:26])[CH2:11][C:12]2[C:21]3[C:16](=[CH:17][CH:18]=[CH:19][CH:20]=3)[C:15](=[O:22])[NH:14][N:13]=2)=[O:7])[CH2:3]1.[CH:27](=O)[C:28]1[CH:33]=[CH:32][CH:31]=[N:30][CH:29]=1.C(O[BH-](OC(=O)C)OC(=O)C)(=O)C.[Na+].